Task: Predict the reactants needed to synthesize the given product.. Dataset: Full USPTO retrosynthesis dataset with 1.9M reactions from patents (1976-2016) (1) Given the product [Cl:19][Ti:20]([Cl:31])([C:21]1([CH3:30])[C:22]([CH3:29])=[C:23]([CH3:28])[C:24]([CH3:27])=[C:25]1[CH3:26])[O:13][C:8]1[CH:9]=[CH:10][CH:11]=[CH:12][C:7]=1[C:1]1[CH:2]=[CH:3][CH:4]=[CH:5][CH:6]=1, predict the reactants needed to synthesize it. The reactants are: [C:1]1([C:7]2[CH:12]=[CH:11][CH:10]=[CH:9][C:8]=2[OH:13])[CH:6]=[CH:5][CH:4]=[CH:3][CH:2]=1.C([Li])CCC.[Cl:19][Ti:20](Cl)([Cl:31])[C:21]1([CH3:30])[C:25]([CH3:26])=[C:24]([CH3:27])[C:23]([CH3:28])=[C:22]1[CH3:29]. (2) Given the product [OH:1][C:2]1[C:3](=[O:15])[CH:4]=[C:5]([CH:9]([OH:14])[C:10]([F:11])([F:12])[F:13])[N:6]([CH3:8])[C:7]=1[CH2:16][OH:17], predict the reactants needed to synthesize it. The reactants are: [OH:1][C:2]1[C:3](=[O:15])[CH:4]=[C:5]([CH:9]([OH:14])[C:10]([F:13])([F:12])[F:11])[N:6]([CH3:8])[CH:7]=1.[CH2:16]=[O:17].[OH-].[Na+].Cl. (3) Given the product [C:13]1(=[O:15])[C:5]2=[CH:6][C:7]3[CH2:8][CH2:9][CH2:10][CH2:11][C:12]=3[N:4]2[CH2:3][CH2:2][NH:1]1, predict the reactants needed to synthesize it. The reactants are: [NH2:1][CH2:2][CH2:3][N:4]1[C:12]2[CH2:11][CH2:10][CH2:9][CH2:8][C:7]=2[CH:6]=[C:5]1[C:13]([O:15]CC)=O.[O-]CC.[Na+]. (4) Given the product [N:26]1([CH2:32][CH2:2][C:1]([C:4]2[CH:5]=[C:6]([C:10]3[CH:15]=[CH:14][N:13]=[C:12]([NH:16][C:17](=[O:24])[C:18]4[CH:19]=[CH:20][CH:21]=[CH:22][CH:23]=4)[CH:11]=3)[CH:7]=[CH:8][CH:9]=2)=[O:3])[CH2:31][CH2:30][O:29][CH2:28][CH2:27]1, predict the reactants needed to synthesize it. The reactants are: [C:1]([C:4]1[CH:5]=[C:6]([C:10]2[CH:15]=[CH:14][N:13]=[C:12]([NH:16][C:17](=[O:24])[C:18]3[CH:23]=[CH:22][CH:21]=[CH:20][CH:19]=3)[CH:11]=2)[CH:7]=[CH:8][CH:9]=1)(=[O:3])[CH3:2].Cl.[NH:26]1[CH2:31][CH2:30][O:29][CH2:28][CH2:27]1.[CH2:32]=O. (5) Given the product [OH:43][CH2:42][C@@H:7]1[O:8][C:9](=[O:10])[N:11]([C:12]2[CH:13]=[C:14]3[C:19](=[CH:20][CH:21]=2)[CH2:18][N:17]([C:30]([O:35][CH2:36][C:37]2[CH:38]=[CH:28][CH:27]=[CH:26][CH:25]=2)=[O:34])[CH2:16][CH2:15]3)[CH2:1]1, predict the reactants needed to synthesize it. The reactants are: [C:1]1([CH2:7][O:8][C:9]([NH:11][C:12]2[CH:13]=[C:14]3[C:19](=[CH:20][CH:21]=2)[CH2:18][N:17](C([O-])=O)[CH2:16][CH2:15]3)=[O:10])C=CC=CC=1.[CH2:25]([Li])[CH2:26][CH2:27][CH3:28].[C:30]([O:35][CH2:36][C@@H:37]1O[CH2:38]1)(=[O:34])CCC.C1C[O:43][CH2:42]C1. (6) Given the product [OH:9][CH2:8][C:6]1[N:7]=[C:3]([C:2]2[N:1]=[C:20]([CH2:21][C:22]([CH3:28])([CH3:27])[C:23]([O:25][CH3:26])=[O:24])[O:19][N:18]=2)[S:4][CH:5]=1, predict the reactants needed to synthesize it. The reactants are: [NH2:1][C:2](=[N:18][O:19][C:20](=O)[CH2:21][C:22]([CH3:28])([CH3:27])[C:23]([O:25][CH3:26])=[O:24])[C:3]1[S:4][CH:5]=[C:6]([CH2:8][O:9]COCC[Si](C)(C)C)[N:7]=1.Cl.O1CCOCC1.